Dataset: Full USPTO retrosynthesis dataset with 1.9M reactions from patents (1976-2016). Task: Predict the reactants needed to synthesize the given product. (1) Given the product [CH2:40]([N:48]1[CH:52]=[C:51]([C:2]2[C:10]3[C:5](=[N:6][CH:7]=[C:8]([C:11]4[CH:12]=[CH:13][C:14]([N:17]5[CH2:22][CH2:21][N:20]([C:23]([O:25][C:26]([CH3:29])([CH3:28])[CH3:27])=[O:24])[CH2:19][CH2:18]5)=[N:15][CH:16]=4)[CH:9]=3)[N:4]([S:30]([C:33]3[CH:39]=[CH:38][C:36]([CH3:37])=[CH:35][CH:34]=3)(=[O:32])=[O:31])[CH:3]=2)[CH:50]=[N:49]1)[CH2:41][C:42]1[CH:47]=[CH:46][CH:45]=[CH:44][CH:43]=1, predict the reactants needed to synthesize it. The reactants are: I[C:2]1[C:10]2[C:5](=[N:6][CH:7]=[C:8]([C:11]3[CH:12]=[CH:13][C:14]([N:17]4[CH2:22][CH2:21][N:20]([C:23]([O:25][C:26]([CH3:29])([CH3:28])[CH3:27])=[O:24])[CH2:19][CH2:18]4)=[N:15][CH:16]=3)[CH:9]=2)[N:4]([S:30]([C:33]2[CH:39]=[CH:38][C:36]([CH3:37])=[CH:35][CH:34]=2)(=[O:32])=[O:31])[CH:3]=1.[CH2:40]([N:48]1[CH:52]=[C:51](B2OC(C)(C)C(C)(C)O2)[CH:50]=[N:49]1)[CH2:41][C:42]1[CH:47]=[CH:46][CH:45]=[CH:44][CH:43]=1.C(=O)([O-])[O-].[Na+].[Na+]. (2) Given the product [F:1][C:2]1[CH:34]=[CH:33][C:5]([CH2:6][C:7]2[CH:8]=[C:9]([CH:10]=[CH:11][C:12]=2[O:13][CH3:14])[CH2:15][C:16]2[C:21]([CH3:22])=[CH:20][C:19]([NH:23][C:24](=[O:30])[O:25][C:26]([CH3:29])([CH3:27])[CH3:28])=[CH:18][C:17]=2[CH3:31])=[CH:4][CH:3]=1, predict the reactants needed to synthesize it. The reactants are: [F:1][C:2]1[CH:34]=[CH:33][C:5]([CH2:6][C:7]2[CH:8]=[C:9]([CH:15](O)[C:16]3[C:21]([CH3:22])=[CH:20][C:19]([NH:23][C:24](=[O:30])[O:25][C:26]([CH3:29])([CH3:28])[CH3:27])=[CH:18][C:17]=3[CH3:31])[CH:10]=[CH:11][C:12]=2[O:13][CH3:14])=[CH:4][CH:3]=1.C(O)(=O)C.[H][H]. (3) Given the product [OH:6][C:7]1[CH:12]=[CH:11][C:10]([N:13]2[C:21]3[C:16](=[CH:17][CH:18]=[CH:19][CH:20]=3)[C:15]([C:22](=[O:24])[CH3:23])=[C:14]2[C:25]2[CH:26]=[CH:27][CH:28]=[CH:29][CH:30]=2)=[CH:9][CH:8]=1, predict the reactants needed to synthesize it. The reactants are: B(Br)(Br)Br.C[O:6][C:7]1[CH:12]=[CH:11][C:10]([N:13]2[C:21]3[C:16](=[CH:17][CH:18]=[CH:19][CH:20]=3)[C:15]([C:22](=[O:24])[CH3:23])=[C:14]2[C:25]2[CH:30]=[CH:29][CH:28]=[CH:27][CH:26]=2)=[CH:9][CH:8]=1. (4) Given the product [CH:16]([O:15][C:7]1[CH:6]=[C:5]([CH:10]=[C:9]([O:11][CH:12]([CH3:14])[CH3:13])[CH:8]=1)[C:4]([OH:19])=[O:3])([CH3:18])[CH3:17], predict the reactants needed to synthesize it. The reactants are: C([O:3][C:4](=[O:19])[C:5]1[CH:10]=[C:9]([O:11][CH:12]([CH3:14])[CH3:13])[CH:8]=[C:7]([O:15][CH:16]([CH3:18])[CH3:17])[CH:6]=1)C.[OH-].[Li+].C1COCC1.Cl. (5) The reactants are: [CH3:1][C:2]1[S:3][CH:4]=[C:5]([C:7]([NH:9][C:10]2[CH:18]=[C:17]([Sn](C)(C)C)[CH:16]=[C:15]3[C:11]=2[CH:12]=[N:13][N:14]3S(C2C=CC=CC=2)(=O)=O)=[O:8])[N:6]=1.Br[C:33]1[CH:34]=[C:35]([NH:41][C:42](=[O:46])[CH:43]([OH:45])[CH3:44])[C:36]([O:39][CH3:40])=[N:37][CH:38]=1.CN(C=O)C. Given the product [OH:45][CH:43]([CH3:44])[C:42]([NH:41][C:35]1[CH:34]=[C:33]([C:17]2[CH:16]=[C:15]3[C:11]([CH:12]=[N:13][NH:14]3)=[C:10]([NH:9][C:7]([C:5]3[N:6]=[C:2]([CH3:1])[S:3][CH:4]=3)=[O:8])[CH:18]=2)[CH:38]=[N:37][C:36]=1[O:39][CH3:40])=[O:46], predict the reactants needed to synthesize it. (6) Given the product [CH:1]1([N:6]2[C:11]3[N:12]=[C:13]([NH:36][CH:37]4[CH2:42][CH2:41][O:40][CH2:39][CH2:38]4)[N:14]=[CH:15][C:10]=3[CH:9]=[C:8]([C:19]3[CH:24]=[C:23]([C:25]4[O:26][C:27]([CH2:30][CH:31]([CH3:33])[CH3:32])=[N:28][N:29]=4)[CH:22]=[CH:21][C:20]=3[CH3:34])[C:7]2=[O:35])[CH2:5][CH2:4][CH2:3][CH2:2]1, predict the reactants needed to synthesize it. The reactants are: [CH:1]1([N:6]2[C:11]3[N:12]=[C:13](S(C)=O)[N:14]=[CH:15][C:10]=3[CH:9]=[C:8]([C:19]3[CH:24]=[C:23]([C:25]4[O:26][C:27]([CH2:30][CH:31]([CH3:33])[CH3:32])=[N:28][N:29]=4)[CH:22]=[CH:21][C:20]=3[CH3:34])[C:7]2=[O:35])[CH2:5][CH2:4][CH2:3][CH2:2]1.[NH2:36][CH:37]1[CH2:42][CH2:41][O:40][CH2:39][CH2:38]1. (7) Given the product [C:9]1([C:8]2[O:15][C:10]3[CH:11]=[CH:7][C:6]([NH2:3])=[CH:14][C:9]=3[CH:8]=2)[CH:14]=[CH:13][CH:12]=[CH:11][CH:10]=1, predict the reactants needed to synthesize it. The reactants are: C([N:3]([CH2:6][CH3:7])CC)C.[C:8](Cl)(=[O:15])[C:9]1[CH:14]=[CH:13][CH:12]=[CH:11][CH:10]=1. (8) The reactants are: Cl.[OH:2][NH3+:3].[F:4][C:5]1[CH:10]=[CH:9][C:8]([CH:11]([OH:34])[CH2:12][CH2:13][CH:14]2[C:17](=[O:18])[N:16]([C:19]3[CH:26]=[CH:25][C:22]([C:23]#[N:24])=[CH:21][CH:20]=3)[CH:15]2[C:27]2[CH:32]=[CH:31][C:30]([F:33])=[CH:29][CH:28]=2)=[CH:7][CH:6]=1.C(N(CC)CC)C. Given the product [F:33][C:30]1[CH:29]=[CH:28][C:27]([CH:15]2[CH:14]([CH2:13][CH2:12][CH:11]([C:8]3[CH:7]=[CH:6][C:5]([F:4])=[CH:10][CH:9]=3)[OH:34])[C:17](=[O:18])[N:16]2[C:19]2[CH:26]=[CH:25][C:22]([C:23]([NH:3][OH:2])=[NH:24])=[CH:21][CH:20]=2)=[CH:32][CH:31]=1, predict the reactants needed to synthesize it. (9) Given the product [CH2:8]([O:10][C:11]([C:13]1[S:17][CH:16]=[N:15][C:14]=1[NH2:22])=[O:12])[CH3:9], predict the reactants needed to synthesize it. The reactants are: CO.C1COCC1.[CH2:8]([O:10][C:11]([C:13]1[S:17][C:16](S(C)(=O)=O)=[N:15][C:14]=1[NH2:22])=[O:12])[CH3:9].[BH4-].[Na+].